This data is from Forward reaction prediction with 1.9M reactions from USPTO patents (1976-2016). The task is: Predict the product of the given reaction. (1) Given the reactants [C:1]([O:5][C:6]([NH:8][C:9]1[CH:17]=[CH:16][CH:15]=[C:14]([O:18][CH3:19])[C:10]=1[C:11]([OH:13])=[O:12])=[O:7])([CH3:4])([CH3:3])[CH3:2].[Br-:20].[Br-].[Br-].C([N+](CCCC)(CCCC)CCCC)CCC.C([N+](CCCC)(CCCC)CCCC)CCC.C([N+](CCCC)(CCCC)CCCC)CCC.O, predict the reaction product. The product is: [Br:20][C:15]1[C:14]([O:18][CH3:19])=[C:10]([C:9]([NH:8][C:6]([O:5][C:1]([CH3:4])([CH3:3])[CH3:2])=[O:7])=[CH:17][CH:16]=1)[C:11]([OH:13])=[O:12]. (2) Given the reactants [CH2:1]([O:8][C:9]([N:11]1[C@@H:15]([CH2:16][CH:17]=O)[CH2:14][O:13][C:12]1([CH3:20])[CH3:19])=[O:10])[C:2]1[CH:7]=[CH:6][CH:5]=[CH:4][CH:3]=1.Cl.[CH2:22]1[C:24]2([CH2:29][CH2:28][NH:27][CH2:26][C@H:25]2[OH:30])[CH2:23]1.C(N(CC)CC)C.C(O[BH-](OC(=O)C)OC(=O)C)(=O)C.[Na+], predict the reaction product. The product is: [CH2:1]([O:8][C:9]([N:11]1[C@@H:15]([CH2:16][CH2:17][N:27]2[CH2:28][CH2:29][C:24]3([CH2:22][CH2:23]3)[C@H:25]([OH:30])[CH2:26]2)[CH2:14][O:13][C:12]1([CH3:20])[CH3:19])=[O:10])[C:2]1[CH:7]=[CH:6][CH:5]=[CH:4][CH:3]=1. (3) Given the reactants [CH3:1][O:2][CH2:3][CH2:4][N:5]1[C:9]([CH3:10])=[C:8]([CH3:11])[S:7][C:6]1=[NH:12].CCN(CC)CC.[F:20][C:21]1([F:33])[O:25][C:24]2[CH:26]=[CH:27][CH:28]=[C:29]([C:30](Cl)=[O:31])[C:23]=2[O:22]1, predict the reaction product. The product is: [F:33][C:21]1([F:20])[O:25][C:24]2[CH:26]=[CH:27][CH:28]=[C:29]([C:30](/[N:12]=[C:6]3\[S:7][C:8]([CH3:11])=[C:9]([CH3:10])[N:5]\3[CH2:4][CH2:3][O:2][CH3:1])=[O:31])[C:23]=2[O:22]1.